Task: Predict the reactants needed to synthesize the given product.. Dataset: Full USPTO retrosynthesis dataset with 1.9M reactions from patents (1976-2016) Given the product [ClH:15].[Br:1][C:2]1[CH:7]=[CH:6][C:5]([C:8]2([C:2]3[CH:7]=[CH:6][C:5]([Cl:15])=[CH:4][CH:3]=3)[CH2:13][CH2:12][NH:11][CH2:10][CH2:9]2)=[CH:4][CH:3]=1, predict the reactants needed to synthesize it. The reactants are: [Br:1][C:2]1[CH:7]=[CH:6][C:5]([C:8]2(O)[CH2:13][CH2:12][NH:11][CH2:10][CH2:9]2)=[CH:4][CH:3]=1.[Cl-:15].[Al+3].[Cl-].[Cl-].